The task is: Predict which catalyst facilitates the given reaction.. This data is from Catalyst prediction with 721,799 reactions and 888 catalyst types from USPTO. (1) Reactant: [OH:1][CH2:2][CH2:3][CH2:4][N:5]1[C:13]2[CH:12]=[C:11]3[NH:14][C:15]([NH:17][C:18](=[O:25])[C:19]4[CH:24]=[CH:23][CH:22]=[CH:21][CH:20]=4)=[N:16][C:10]3=[CH:9][C:8]=2[C:7]([CH3:27])([CH3:26])[C:6]1=[O:28].CC(OI1(OC(C)=O)(OC(C)=O)OC(=O)C2C=CC=CC1=2)=O. Product: [CH3:26][C:7]1([CH3:27])[C:8]2[CH:9]=[C:10]3[N:16]=[C:15]([NH:17][C:18](=[O:25])[C:19]4[CH:24]=[CH:23][CH:22]=[CH:21][CH:20]=4)[NH:14][C:11]3=[CH:12][C:13]=2[N:5]([CH2:4][CH2:3][CH:2]=[O:1])[C:6]1=[O:28]. The catalyst class is: 2. (2) Product: [NH2:11][C@H:7]([C:8]([OH:10])=[O:9])[CH2:6][CH2:5][C:3]([NH:21][CH2:19][CH3:20])=[O:4]. The catalyst class is: 5. Reactant: CO[C:3]([CH2:5][CH2:6][C@H:7]([NH2:11])[C:8]([OH:10])=[O:9])=[O:4].C(CC(=O)C)(=O)C.[CH2:19]([N:21](CC)CC)[CH3:20].C(N)C. (3) Reactant: CS(O[CH2:6][CH:7]1[CH2:12][CH2:11][N:10]([C@H:13]([C:16]([NH2:18])=[O:17])[CH2:14][CH3:15])[C:9](=[O:19])[CH2:8]1)(=O)=O.[I-:20].[Na+]. Product: [I:20][CH2:6][CH:7]1[CH2:12][CH2:11][N:10]([C@@H:13]([CH2:14][CH3:15])[C:16]([NH2:18])=[O:17])[C:9](=[O:19])[CH2:8]1. The catalyst class is: 1.